This data is from Peptide-MHC class I binding affinity with 185,985 pairs from IEDB/IMGT. The task is: Regression. Given a peptide amino acid sequence and an MHC pseudo amino acid sequence, predict their binding affinity value. This is MHC class I binding data. (1) The peptide sequence is PDLTQYAII. The MHC is H-2-Kd with pseudo-sequence H-2-Kd. The binding affinity (normalized) is 0.371. (2) The peptide sequence is IALDLVTEI. The MHC is HLA-B51:01 with pseudo-sequence HLA-B51:01. The binding affinity (normalized) is 0.961. (3) The peptide sequence is LEEDIQHFL. The MHC is HLA-A02:19 with pseudo-sequence HLA-A02:19. The binding affinity (normalized) is 0.0847. (4) The peptide sequence is HTTTGRTSL. The MHC is HLA-A02:01 with pseudo-sequence HLA-A02:01. The binding affinity (normalized) is 0.0847.